Dataset: Forward reaction prediction with 1.9M reactions from USPTO patents (1976-2016). Task: Predict the product of the given reaction. (1) Given the reactants C(OCC)(=O)C.Cl.C(OC([NH:15][C:16]1[CH:21]=[CH:20][CH:19]=[CH:18][C:17]=1[NH:22][C:23]([C:25]1[CH:30]=[CH:29][C:28]([CH:31]([NH:38][C:39]([NH:41][CH2:42][CH2:43][C:44]2[CH:49]=[CH:48][CH:47]=[CH:46][CH:45]=2)=[O:40])[CH2:32][CH2:33][CH2:34][N:35]([CH3:37])[CH3:36])=[CH:27][N:26]=1)=[O:24])=O)(C)(C)C.C(=O)([O-])O.[Na+], predict the reaction product. The product is: [NH2:15][C:16]1[CH:21]=[CH:20][CH:19]=[CH:18][C:17]=1[NH:22][C:23]([C:25]1[CH:30]=[CH:29][C:28]([CH:31]([NH:38][C:39]([NH:41][CH2:42][CH2:43][C:44]2[CH:45]=[CH:46][CH:47]=[CH:48][CH:49]=2)=[O:40])[CH2:32][CH2:33][CH2:34][N:35]([CH3:37])[CH3:36])=[CH:27][N:26]=1)=[O:24]. (2) Given the reactants O([C:9]([O:11][C:12]([CH3:15])([CH3:14])[CH3:13])=[O:10])[C:9]([O:11][C:12]([CH3:15])([CH3:14])[CH3:13])=[O:10].[CH2:16]([O:18][P:19]([CH2:24][CH2:25][NH:26][CH:27]1[CH2:32][CH2:31][N:30]([CH2:33][C:34]2[CH:39]=[CH:38][CH:37]=[CH:36][CH:35]=2)[CH2:29][CH2:28]1)(=[O:23])[O:20][CH2:21][CH3:22])[CH3:17], predict the reaction product. The product is: [CH2:16]([O:18][P:19]([CH2:24][CH2:25][N:26]([CH:27]1[CH2:32][CH2:31][N:30]([CH2:33][C:34]2[CH:39]=[CH:38][CH:37]=[CH:36][CH:35]=2)[CH2:29][CH2:28]1)[C:9]([O:11][C:12]([CH3:13])([CH3:14])[CH3:15])=[O:10])(=[O:23])[O:20][CH2:21][CH3:22])[CH3:17]. (3) Given the reactants C(O[BH-](OC(=O)C)OC(=O)C)(=O)C.[Na+].[NH2:15][CH2:16][C:17]1[CH:18]=[CH:19][C:20]([Cl:41])=[C:21]([NH:23][C:24]2[S:25]/[C:26](=[CH:30]\[C:31]3[CH:32]=[C:33]4[C:38](=[CH:39][CH:40]=3)[N:37]=[CH:36][CH:35]=[CH:34]4)/[C:27](=[O:29])[N:28]=2)[CH:22]=1.[CH3:42][C:43]([CH3:45])=O.C(=O)(O)[O-].[Na+], predict the reaction product. The product is: [Cl:41][C:20]1[CH:19]=[CH:18][C:17]([CH2:16][NH:15][CH:43]([CH3:45])[CH3:42])=[CH:22][C:21]=1[NH:23][C:24]1[S:25]/[C:26](=[CH:30]\[C:31]2[CH:32]=[C:33]3[C:38](=[CH:39][CH:40]=2)[N:37]=[CH:36][CH:35]=[CH:34]3)/[C:27](=[O:29])[N:28]=1. (4) Given the reactants [NH:1]1[C:6]2[S:7][C:8]3[CH2:13][CH2:12][CH2:11][CH2:10][C:9]=3[C:5]=2[C:4](=[O:14])[O:3][C:2]1=[O:15].[C:16](=O)([O-])[O-].[K+].[K+].CN(C=O)C.CI, predict the reaction product. The product is: [CH3:16][N:1]1[C:6]2[S:7][C:8]3[CH2:13][CH2:12][CH2:11][CH2:10][C:9]=3[C:5]=2[C:4](=[O:14])[O:3][C:2]1=[O:15]. (5) Given the reactants O1CCCC1.[CH3:6][CH2:7][CH:8]([OH:11])[CH2:9][CH3:10].[H-].[Na+].[Br:14][C:15]1[N:32]([CH2:33][O:34][CH2:35][CH2:36][Si:37]([CH3:40])([CH3:39])[CH3:38])[C:18]2[CH:19]=[N:20][N:21]([CH2:24][O:25][CH2:26][CH2:27][Si:28]([CH3:31])([CH3:30])[CH3:29])[C:22](=[O:23])[C:17]=2[C:16]=1[CH2:41]Br, predict the reaction product. The product is: [Br:14][C:15]1[N:32]([CH2:33][O:34][CH2:35][CH2:36][Si:37]([CH3:40])([CH3:39])[CH3:38])[C:18]2[CH:19]=[N:20][N:21]([CH2:24][O:25][CH2:26][CH2:27][Si:28]([CH3:31])([CH3:30])[CH3:29])[C:22](=[O:23])[C:17]=2[C:16]=1[CH2:41][O:11][CH:8]([CH2:9][CH3:10])[CH2:7][CH3:6]. (6) Given the reactants [NH2:1][C@@H:2]([CH2:21][S:22]([CH2:25][C:26]1[CH:31]=[CH:30][CH:29]=[CH:28][CH:27]=1)(=[O:24])=[O:23])[C:3]([NH:5][CH:6]([CH:10]([C:12]1[S:13][C:14]2[CH:20]=[CH:19][CH:18]=[CH:17][C:15]=2[N:16]=1)[OH:11])[CH2:7][CH2:8][CH3:9])=[O:4].[O:32]1[CH2:37][CH2:36][C:35](=O)[CH2:34][CH2:33]1.C([BH3-])#N, predict the reaction product. The product is: [S:13]1[C:14]2[CH:20]=[CH:19][CH:18]=[CH:17][C:15]=2[N:16]=[C:12]1[CH:10]([OH:11])[CH:6]([NH:5][C:3](=[O:4])[C@@H:2]([NH:1][CH:35]1[CH2:36][CH2:37][O:32][CH2:33][CH2:34]1)[CH2:21][S:22]([CH2:25][C:26]1[CH:27]=[CH:28][CH:29]=[CH:30][CH:31]=1)(=[O:23])=[O:24])[CH2:7][CH2:8][CH3:9]. (7) Given the reactants [Cl:1][C:2]1[CH:3]=[N:4][C:5]2[N:6]([N:8]=[C:9]([C:11]([OH:13])=O)[CH:10]=2)[CH:7]=1.[N:14]1([C:20]2[CH:29]=[CH:28][CH:27]=[C:26]3[C:21]=2[CH2:22][CH2:23][NH:24][CH2:25]3)[CH2:19][CH2:18][O:17][CH2:16][CH2:15]1, predict the reaction product. The product is: [Cl:1][C:2]1[CH:3]=[N:4][C:5]2[N:6]([N:8]=[C:9]([C:11]([N:24]3[CH2:23][CH2:22][C:21]4[C:26](=[CH:27][CH:28]=[CH:29][C:20]=4[N:14]4[CH2:19][CH2:18][O:17][CH2:16][CH2:15]4)[CH2:25]3)=[O:13])[CH:10]=2)[CH:7]=1. (8) The product is: [N:1]1[C:9]([C:10]([OH:12])=[O:11])=[C:8]2[C:4]([N:5]=[CH:6][NH:7]2)=[N:3][CH:2]=1. Given the reactants [N:1]1[C:9]([C:10]([O:12]CCCC)=[O:11])=[C:8]2[C:4]([N:5]=[CH:6][NH:7]2)=[N:3][CH:2]=1.[OH-].[Li+], predict the reaction product. (9) Given the reactants [N:1]([C@H:4]1[C@H:8]([OH:9])[CH2:7][N:6](C(OC(C)(C)C)=O)[CH2:5]1)=[N+:2]=[N-:3].[ClH:17].O1CCOCC1, predict the reaction product. The product is: [ClH:17].[N:1]([C@@H:4]1[CH2:5][NH:6][CH2:7][C@H:8]1[OH:9])=[N+:2]=[N-:3].